This data is from Retrosynthesis with 50K atom-mapped reactions and 10 reaction types from USPTO. The task is: Predict the reactants needed to synthesize the given product. Given the product COC(=O)c1ccccc1NC(=O)Cc1ccc(Oc2ccc(OCC(=O)OC(C)(C)C)cc2)cc1, predict the reactants needed to synthesize it. The reactants are: CC(C)(C)OC(=O)CBr.COC(=O)c1ccccc1NC(=O)Cc1ccc(Oc2ccc(O)cc2)cc1.